From a dataset of Forward reaction prediction with 1.9M reactions from USPTO patents (1976-2016). Predict the product of the given reaction. (1) Given the reactants [O:1]1[C:5]2([CH2:10][CH2:9][CH2:8][CH2:7][CH2:6]2)[CH2:4]C[C:2]1=[O:11].C(=O)([O-])[O-].[Cs+].[Cs+].Br[CH2:19][C:20]1[CH:25]=[CH:24][C:23]([I:26])=[CH:22][CH:21]=1.C(#[N:29])C, predict the reaction product. The product is: [I:26][C:23]1[CH:24]=[CH:25][C:20]([CH2:19][N:29]2[CH2:4][C:5]3([CH2:6][CH2:7][CH2:8][CH2:9][CH2:10]3)[O:1][C:2]2=[O:11])=[CH:21][CH:22]=1. (2) Given the reactants [C:1]([O:5][C:6](=[O:26])[NH:7][CH:8]([C:18]1[CH:23]=[CH:22][C:21]([Cl:24])=[C:20]([Cl:25])[CH:19]=1)[C:9]([C:11]1[CH:16]=[CH:15][C:14]([OH:17])=[CH:13][CH:12]=1)=[O:10])([CH3:4])([CH3:3])[CH3:2].[CH3:27][C:28]1([CH2:32]O)[CH2:31][O:30][CH2:29]1, predict the reaction product. The product is: [C:1]([O:5][C:6](=[O:26])[NH:7][CH:8]([C:18]1[CH:23]=[CH:22][C:21]([Cl:24])=[C:20]([Cl:25])[CH:19]=1)[C:9]([C:11]1[CH:12]=[CH:13][C:14]([O:17][CH2:27][C:28]2([CH3:32])[CH2:31][O:30][CH2:29]2)=[CH:15][CH:16]=1)=[O:10])([CH3:4])([CH3:2])[CH3:3]. (3) Given the reactants [CH2:1]=[O:2].[Br-:3].[Na+].S(=O)(=O)(O)O.C[O:11][C:12](=O)[C:13]1[CH:18]=[CH:17][CH:16]=[C:15]([C:19]2[C:28]3[C:23](=[CH:24][C:25]([O:34][CH3:35])=[C:26]4[O:31][C:30]([CH3:33])([CH3:32])[CH2:29][C:27]4=3)[CH2:22][C:21]([CH3:37])([CH3:36])[N:20]=2)[CH:14]=1.[C:39](O)(=O)C, predict the reaction product. The product is: [CH3:1][O:2][C:12](=[O:11])[C:13]1[CH:18]=[CH:17][CH:16]=[C:15]([C:19]2[C:28]3[C:23](=[C:24]([CH2:39][Br:3])[C:25]([O:34][CH3:35])=[C:26]4[O:31][C:30]([CH3:33])([CH3:32])[CH2:29][C:27]4=3)[CH2:22][C:21]([CH3:37])([CH3:36])[N:20]=2)[CH:14]=1.